Dataset: Peptide-MHC class I binding affinity with 185,985 pairs from IEDB/IMGT. Task: Regression. Given a peptide amino acid sequence and an MHC pseudo amino acid sequence, predict their binding affinity value. This is MHC class I binding data. (1) The peptide sequence is QPAGGKAEF. The MHC is HLA-B35:01 with pseudo-sequence HLA-B35:01. The binding affinity (normalized) is 0.652. (2) The peptide sequence is VLTILYYGA. The MHC is HLA-A02:02 with pseudo-sequence HLA-A02:02. The binding affinity (normalized) is 0.974. (3) The peptide sequence is FPNLQVDPT. The MHC is HLA-B15:17 with pseudo-sequence HLA-B15:17. The binding affinity (normalized) is 0.0847. (4) The peptide sequence is ELRKRNEAL. The MHC is HLA-A02:01 with pseudo-sequence HLA-A02:01. The binding affinity (normalized) is 0.0847. (5) The peptide sequence is IINSVSIILA. The MHC is HLA-A02:03 with pseudo-sequence HLA-A02:03. The binding affinity (normalized) is 0.372. (6) The peptide sequence is TLASIGTAF. The MHC is HLA-A02:01 with pseudo-sequence HLA-A02:01. The binding affinity (normalized) is 0.0847. (7) The peptide sequence is LATLKDMWK. The MHC is HLA-B35:01 with pseudo-sequence HLA-B35:01. The binding affinity (normalized) is 0.0847.